From a dataset of Retrosynthesis with 50K atom-mapped reactions and 10 reaction types from USPTO. Predict the reactants needed to synthesize the given product. (1) Given the product COc1cc2nccc(Oc3ccc(C(=O)c4ccc(C)cc4)cc3)c2cc1OC, predict the reactants needed to synthesize it. The reactants are: COc1cc2nccc(Cl)c2cc1OC.Cc1ccc(C(=O)c2ccc(O)cc2)cc1. (2) The reactants are: C[C@H](O)[C@@H](O)c1cnc(N2CCN(C(=O)OC(C)(C)C)CC2)c(F)c1. Given the product C[C@H](O)[C@@H](O)c1cnc(N2CCNCC2)c(F)c1, predict the reactants needed to synthesize it. (3) Given the product C[C@@H](O)c1ccc2cnc(Cl)cc2c1, predict the reactants needed to synthesize it. The reactants are: CC(=O)c1ccc2cnc(Cl)cc2c1. (4) Given the product CCOCCSc1nc2cc(Cl)ccc2s1, predict the reactants needed to synthesize it. The reactants are: CCOCCCl.Sc1nc2cc(Cl)ccc2s1. (5) Given the product Cc1ccc(-c2nc(COc3ccc(CN(CC(=O)O)S(=O)(=O)N4CCOCC4)cc3)c(C)o2)cc1, predict the reactants needed to synthesize it. The reactants are: COC(=O)CN(Cc1ccc(OCc2nc(-c3ccc(C)cc3)oc2C)cc1)S(=O)(=O)N1CCOCC1. (6) Given the product COc1cc2c(cc1N1CCOCC1)C/C(=C\c1ccc(C(F)(F)F)nc1)C2=O, predict the reactants needed to synthesize it. The reactants are: COc1cc2c(cc1N1CCOCC1)CCC2=O.O=Cc1ccc(C(F)(F)F)nc1. (7) Given the product COc1cc2ncnc(Nc3cccc(Cl)c3F)c2cc1CN(CCC#N)CC(=O)O, predict the reactants needed to synthesize it. The reactants are: COc1cc2ncnc(Nc3cccc(Cl)c3F)c2cc1C=O.N#CCCNCC(=O)O.